From a dataset of Reaction yield outcomes from USPTO patents with 853,638 reactions. Predict the reaction yield, written as a fraction of the theoretical maximum amount of product (1.0 means a 100% yield; for example, 0.34 means a 34% yield). (1) The reactants are C([NH:9][C:10](=[O:37])[NH:11][C:12]1[O:13][C:14]([C:30]2[CH:35]=[CH:34][CH:33]=[C:32]([Cl:36])[CH:31]=2)=[C:15]([CH2:22][C:23]2[CH:28]=[CH:27][C:26]([Cl:29])=[CH:25][CH:24]=2)[C:16]=1[C:17](OCC)=[O:18])(=O)C1C=CC=CC=1.[O-]CC.[Na+]. The catalyst is CCO. The product is [Cl:29][C:26]1[CH:25]=[CH:24][C:23]([CH2:22][C:15]2[C:16]3[C:17](=[O:18])[NH:9][C:10](=[O:37])[NH:11][C:12]=3[O:13][C:14]=2[C:30]2[CH:35]=[CH:34][CH:33]=[C:32]([Cl:36])[CH:31]=2)=[CH:28][CH:27]=1. The yield is 0.830. (2) The reactants are C[O:2][C:3](=[O:21])[C:4]1[CH:9]=[CH:8][C:7]([O:10][CH2:11][CH2:12][CH:13]([CH3:20])[CH2:14][CH2:15][CH2:16][CH:17]([CH3:19])[CH3:18])=[CH:6][CH:5]=1.[OH-].[K+].Cl. The catalyst is O1CCOCC1. The product is [CH3:20][CH:13]([CH2:14][CH2:15][CH2:16][CH:17]([CH3:19])[CH3:18])[CH2:12][CH2:11][O:10][C:7]1[CH:6]=[CH:5][C:4]([C:3]([OH:21])=[O:2])=[CH:9][CH:8]=1. The yield is 0.928. (3) The reactants are Br[CH2:2][CH2:3][CH2:4][CH2:5][C:6]([O:8][CH2:9][C:10]1[CH:15]=[CH:14][CH:13]=[CH:12][CH:11]=1)=[O:7].C(N(CC)C(C)C)(C)C.[CH3:25][O:26][C:27]1[CH:58]=[C:57]([O:59][CH3:60])[CH:56]=[CH:55][C:28]=1[CH2:29][NH:30][C:31]1[C:32]2[CH:39]=[CH:38][N:37]([C@H:40]3[C@H:47]4[C@H:43]([O:44][C:45]([CH3:49])([CH3:48])[O:46]4)[C@@H:42]([CH2:50][NH:51][CH:52]([CH3:54])[CH3:53])[O:41]3)[C:33]=2[N:34]=[CH:35][N:36]=1. The catalyst is [I-].C([N+](CCCC)(CCCC)CCCC)CCC.C(#N)CC. The product is [CH3:25][O:26][C:27]1[CH:58]=[C:57]([O:59][CH3:60])[CH:56]=[CH:55][C:28]=1[CH2:29][NH:30][C:31]1[C:32]2[CH:39]=[CH:38][N:37]([C@H:40]3[C@@H:47]4[O:46][C:45]([CH3:48])([CH3:49])[O:44][C@@H:43]4[C@@H:42]([CH2:50][N:51]([CH:52]([CH3:54])[CH3:53])[CH2:2][CH2:3][CH2:4][CH2:5][C:6]([O:8][CH2:9][C:10]4[CH:15]=[CH:14][CH:13]=[CH:12][CH:11]=4)=[O:7])[O:41]3)[C:33]=2[N:34]=[CH:35][N:36]=1. The yield is 0.720.